This data is from Reaction yield outcomes from USPTO patents with 853,638 reactions. The task is: Predict the reaction yield, written as a fraction of the theoretical maximum amount of product (1.0 means a 100% yield; for example, 0.34 means a 34% yield). (1) The reactants are CN(C)C=O.[C:6]([CH2:9][N:10]1[C@H:13]([C@H:14]([C:16]([C:18]2[CH:23]=[CH:22][C:21]([Cl:24])=[CH:20][CH:19]=2)=[S:17])[CH3:15])[C@@H:12]([C@H:25]([OH:27])[CH3:26])[C:11]1=[O:28])([OH:8])=[O:7].[C:29]([O:35][CH2:36]Cl)(=[O:34])[C:30]([CH3:33])([CH3:32])[CH3:31].[I-].[Na+].C(N(C(C)C)CC)(C)C. The catalyst is C1(C)C=CC=CC=1. The product is [Cl:24][C:21]1[CH:20]=[CH:19][C:18]([C:16]([C@@H:14]([C@H:13]2[N:10]([CH2:9][C:6]([O:8][CH2:36][O:35][C:29](=[O:34])[C:30]([CH3:33])([CH3:32])[CH3:31])=[O:7])[C:11](=[O:28])[C@@H:12]2[C@H:25]([OH:27])[CH3:26])[CH3:15])=[S:17])=[CH:23][CH:22]=1. The yield is 0.927. (2) The reactants are [CH3:1][O:2][C:3]1[CH:7]=[C:6]([C:8]([OH:10])=O)[N:5]([CH3:11])[N:4]=1.CN(C)C=O.C(Cl)(=O)C(Cl)=O.[NH2:23][C:24]1[CH:25]=[C:26]([CH:43]=[CH:44][C:45]=1[Cl:46])[O:27][C:28]1[CH:29]=[CH:30][C:31]2[N:32]([CH:34]=[C:35]([NH:37][C:38]([CH:40]3[CH2:42][CH2:41]3)=[O:39])[N:36]=2)[N:33]=1. The catalyst is CN(C)C(=O)C.O1CCCC1. The yield is 0.620. The product is [Cl:46][C:45]1[CH:44]=[CH:43][C:26]([O:27][C:28]2[CH:29]=[CH:30][C:31]3[N:32]([CH:34]=[C:35]([NH:37][C:38]([CH:40]4[CH2:42][CH2:41]4)=[O:39])[N:36]=3)[N:33]=2)=[CH:25][C:24]=1[NH:23][C:8]([C:6]1[N:5]([CH3:11])[N:4]=[C:3]([O:2][CH3:1])[CH:7]=1)=[O:10]. (3) The reactants are Cl[C:2]1[C:7]([C:8]#[N:9])=[C:6]([C:10]2[CH:15]=[C:14]([O:16][CH3:17])[CH:13]=[CH:12][N:11]=2)[N:5]=[C:4]([S:18][CH3:19])[N:3]=1.[SH:20][CH2:21][C:22]([NH2:24])=[O:23].C(=O)([O-])[O-].[Na+].[Na+].[Na]. The catalyst is CCO.O. The product is [NH2:9][C:8]1[C:7]2[C:6]([C:10]3[CH:15]=[C:14]([O:16][CH3:17])[CH:13]=[CH:12][N:11]=3)=[N:5][C:4]([S:18][CH3:19])=[N:3][C:2]=2[S:20][C:21]=1[C:22]([NH2:24])=[O:23]. The yield is 0.230. (4) The reactants are [CH2:1]([O:8][C:9]1[CH:18]=[C:12]2[C:13](=[O:17])[NH:14][CH2:15][CH2:16][N:11]2[N:10]=1)[C:2]1[CH:7]=[CH:6][CH:5]=[CH:4][CH:3]=1.[Br:19][C:20]1[CH:25]=[CH:24][CH:23]=[C:22](Br)[N:21]=1.CN(C)CCN.C([O-])([O-])=O.[K+].[K+]. The catalyst is C1(C)C=CC=CC=1.[Cu]I. The product is [CH2:1]([O:8][C:9]1[CH:18]=[C:12]2[C:13](=[O:17])[N:14]([C:22]3[CH:23]=[CH:24][CH:25]=[C:20]([Br:19])[N:21]=3)[CH2:15][CH2:16][N:11]2[N:10]=1)[C:2]1[CH:3]=[CH:4][CH:5]=[CH:6][CH:7]=1. The yield is 0.390. (5) The reactants are C(N(CC)CC)C.[C:8]([C:10]1[CH:11]=[C:12]2[C:16](=[CH:17][CH:18]=1)[N:15](C(OC(C)(C)C)=O)[CH:14]=[C:13]2[CH:26]=[O:27])#[N:9].[CH:28](=[N:35][C:36]1[CH:41]=[CH:40][CH:39]=[C:38]([O:42][CH3:43])[CH:37]=1)[C:29]1[CH:34]=[CH:33][CH:32]=[CH:31][CH:30]=1. The catalyst is [Cl-].C([N+]1C(C)=C(CCO)SC=1)C1C=CC=CC=1.C(O)C. The product is [CH3:43][O:42][C:38]1[CH:37]=[C:36]([NH:35][CH:28]([C:29]2[CH:34]=[CH:33][CH:32]=[CH:31][CH:30]=2)[C:26]([C:13]2[C:12]3[C:16](=[CH:17][CH:18]=[C:10]([C:8]#[N:9])[CH:11]=3)[NH:15][CH:14]=2)=[O:27])[CH:41]=[CH:40][CH:39]=1. The yield is 0.0900. (6) The reactants are [CH2:1]([C:5]1[N:6]=[C:7]([CH3:39])[N:8]([C:27]2[CH:32]=[CH:31][C:30]([O:33][C:34]([CH3:38])([CH3:37])[CH2:35][OH:36])=[CH:29][CH:28]=2)[C:9](=[O:26])[C:10]=1[CH2:11][C:12]1[CH:17]=[CH:16][C:15]([C:18]2[C:19]([C:24]#[N:25])=[CH:20][CH:21]=[CH:22][CH:23]=2)=[CH:14][CH:13]=1)[CH2:2][CH2:3][CH3:4].[N:40]1C(C)=CC=CC=1C.FC(F)(F)S(O[Si](C(C)(C)C)(C)C)(=O)=O.[C:63]([O:66]CC)(=[O:65])C. The catalyst is ClCCl. The product is [CH2:1]([C:5]1[N:6]=[C:7]([CH3:39])[N:8]([C:27]2[CH:28]=[CH:29][C:30]([O:33][C:34]([CH3:38])([CH3:37])[CH2:35][OH:36])=[CH:31][CH:32]=2)[C:9](=[O:26])[C:10]=1[CH2:11][C:12]1[CH:13]=[CH:14][C:15]([C:18]2[CH:23]=[CH:22][CH:21]=[CH:20][C:19]=2[C:24]2[NH:40][C:63](=[O:65])[O:66][N:25]=2)=[CH:16][CH:17]=1)[CH2:2][CH2:3][CH3:4]. The yield is 0.520. (7) The reactants are Br[C:2]1[S:6][N:5]=[C:4]([CH3:7])[CH:3]=1.C([Mg]Cl)(C)C.I[C:14]1[CH:15]=[CH:16][C:17]2[N:18]([C:20]([CH2:23][C:24]3[CH:25]=[C:26]4[C:31](=[CH:32][CH:33]=3)[N:30]=[CH:29][C:28]([O:34][CH3:35])=[CH:27]4)=[N:21][N:22]=2)[N:19]=1.C1(P(C2C=CC=CC=2)C2C3OC4C(=CC=CC=4P(C4C=CC=CC=4)C4C=CC=CC=4)C(C)(C)C=3C=CC=2)C=CC=CC=1. The catalyst is C1COCC1.[Cl-].[Zn+2].[Cl-].[O-]S([O-])(=O)=O.[Zn+2].CC([O-])=O.CC([O-])=O.[Pd+2]. The product is [CH3:35][O:34][C:28]1[CH:29]=[N:30][C:31]2[C:26]([CH:27]=1)=[CH:25][C:24]([CH2:23][C:20]1[N:18]3[N:19]=[C:14]([C:2]4[S:6][N:5]=[C:4]([CH3:7])[CH:3]=4)[CH:15]=[CH:16][C:17]3=[N:22][N:21]=1)=[CH:33][CH:32]=2. The yield is 0.0160.